Dataset: Catalyst prediction with 721,799 reactions and 888 catalyst types from USPTO. Task: Predict which catalyst facilitates the given reaction. Reactant: [F:1][C:2]1[CH:11]=[CH:10][C:9]([CH2:12][N:13]2[CH2:19][C:18]3[CH:20]=[C:21]([O:24][CH3:25])[N:22]=[CH:23][C:17]=3[S:16][CH2:15][CH2:14]2)=[CH:8][C:3]=1[C:4]([O:6]C)=[O:5].CO.C1COCC1.[OH-].[Li+]. The catalyst class is: 6. Product: [F:1][C:2]1[CH:11]=[CH:10][C:9]([CH2:12][N:13]2[CH2:19][C:18]3[CH:20]=[C:21]([O:24][CH3:25])[N:22]=[CH:23][C:17]=3[S:16][CH2:15][CH2:14]2)=[CH:8][C:3]=1[C:4]([OH:6])=[O:5].